Dataset: Forward reaction prediction with 1.9M reactions from USPTO patents (1976-2016). Task: Predict the product of the given reaction. (1) Given the reactants [CH:1]([C:4]1[C:8]([CH2:9][CH2:10][CH2:11][OH:12])=[CH:7][N:6]([C:13]2[CH:18]=[CH:17][C:16]([C:19]([F:22])([F:21])[F:20])=[CH:15][N:14]=2)[N:5]=1)([CH3:3])[CH3:2].O[C:24]1[C:29]([O:30][CH3:31])=[CH:28][CH:27]=[CH:26][C:25]=1[CH2:32][CH2:33][C:34]([O:36]CC)=[O:35].C(P(CCCC)CCCC)CCC.N(C(N1CCCCC1)=O)=NC(N1CCCCC1)=O, predict the reaction product. The product is: [CH:1]([C:4]1[C:8]([CH2:9][CH2:10][CH2:11][O:12][C:24]2[C:29]([O:30][CH3:31])=[CH:28][CH:27]=[CH:26][C:25]=2[CH2:32][CH2:33][C:34]([OH:36])=[O:35])=[CH:7][N:6]([C:13]2[CH:18]=[CH:17][C:16]([C:19]([F:21])([F:20])[F:22])=[CH:15][N:14]=2)[N:5]=1)([CH3:3])[CH3:2]. (2) Given the reactants O[N:2]=[C:3]([CH:15]1[CH2:20][CH2:19][O:18][CH2:17][CH2:16]1)[C:4]1[CH:9]=[CH:8][C:7]([O:10][C:11]([F:14])([F:13])[F:12])=[CH:6][CH:5]=1.[OH-].[Na+], predict the reaction product. The product is: [O:18]1[CH2:19][CH2:20][CH:15]([CH:3]([C:4]2[CH:9]=[CH:8][C:7]([O:10][C:11]([F:12])([F:13])[F:14])=[CH:6][CH:5]=2)[NH2:2])[CH2:16][CH2:17]1. (3) Given the reactants ClC1C(NC2C=C(OC)NN=2)=NC([NH:8][C@H:9]([C:11]2[N:16]=[CH:15][C:14]([F:17])=[CH:13][N:12]=2)[CH3:10])=NC=1.Cl[C:27]1[N:32]=[C:31]([NH:33][C:34]2[CH:38]=[C:37]([CH:39]3[CH2:41][CH2:40]3)[NH:36][N:35]=2)[C:30]([N+:42]([O-:44])=[O:43])=[CH:29][N:28]=1.CCN(C(C)C)C(C)C, predict the reaction product. The product is: [N+:42]([C:30]1[C:31]([NH:33][C:34]2[CH:38]=[C:37]([CH:39]3[CH2:41][CH2:40]3)[NH:36][N:35]=2)=[N:32][C:27]([NH:8][C@H:9]([C:11]2[N:16]=[CH:15][C:14]([F:17])=[CH:13][N:12]=2)[CH3:10])=[N:28][CH:29]=1)([O-:44])=[O:43].